From a dataset of Catalyst prediction with 721,799 reactions and 888 catalyst types from USPTO. Predict which catalyst facilitates the given reaction. (1) Reactant: [Br:1]Br.[Cl:3][C:4]1[C:12]2[C:7](=[CH:8][CH:9]=[CH:10][CH:11]=2)[N:6]([C:13]2[C:14](=[O:23])[N:15]([CH3:22])[N:16]=[C:17]([CH3:21])[C:18]=2[O:19][CH3:20])[CH:5]=1.C([O-])(O)=O.[Na+].S(S([O-])=O)([O-])(=O)=O.[Na+].[Na+]. Product: [CH3:20][O:19][C:18]1[C:17]([CH3:21])=[N:16][N:15]([CH3:22])[C:14](=[O:23])[C:13]=1[N:6]1[C:7]2[C:12](=[CH:11][CH:10]=[CH:9][CH:8]=2)[C:4]([Cl:3])=[C:5]1[Br:1]. The catalyst class is: 2. (2) Reactant: Cl[C:2]1[N:10]=[C:9]([Cl:11])[CH:8]=[CH:7][C:3]=1[C:4]([NH2:6])=[O:5].[CH2:12]([N:14]([CH2:22][CH3:23])[C:15]1[CH:20]=[CH:19][C:18]([NH2:21])=[CH:17][CH:16]=1)[CH3:13].C[Si]([N-][Si](C)(C)C)(C)C.[Li+]. Product: [Cl:11][C:9]1[CH:8]=[CH:7][C:3]([C:4]([NH2:6])=[O:5])=[C:2]([NH:21][C:18]2[CH:17]=[CH:16][C:15]([N:14]([CH2:22][CH3:23])[CH2:12][CH3:13])=[CH:20][CH:19]=2)[N:10]=1. The catalyst class is: 1. (3) Reactant: C(OC(=O)[NH:7][CH2:8][CH2:9][CH2:10][CH2:11][N:12]([CH2:21][C:22]1[N:26]([S:27]([C:30]2[CH:35]=[CH:34][CH:33]=[CH:32][CH:31]=2)(=[O:29])=[O:28])[C:25]2[CH:36]=[CH:37][CH:38]=[CH:39][C:24]=2[N:23]=1)[CH2:13][C:14]1[C:19]([CH3:20])=[CH:18][CH:17]=[CH:16][N:15]=1)(C)(C)C.C(O)(C(F)(F)F)=O. Product: [C:30]1([S:27]([N:26]2[C:25]3[CH:36]=[CH:37][CH:38]=[CH:39][C:24]=3[N:23]=[C:22]2[CH2:21][N:12]([CH2:13][C:14]2[C:19]([CH3:20])=[CH:18][CH:17]=[CH:16][N:15]=2)[CH2:11][CH2:10][CH2:9][CH2:8][NH2:7])(=[O:29])=[O:28])[CH:31]=[CH:32][CH:33]=[CH:34][CH:35]=1. The catalyst class is: 2. (4) Reactant: C(Cl)(=O)C(Cl)=O.[CH3:7][S:8]([C:11]1[CH:19]=[CH:18][C:14]([C:15]([OH:17])=O)=[CH:13][C:12]=1[N+:20]([O-:22])=[O:21])(=[O:10])=[O:9].[C:23]([C:25]1[CH:30]=[CH:29][C:28]([CH:31]2[CH2:36][CH2:35][NH:34][CH2:33][CH2:32]2)=[CH:27][CH:26]=1)#[N:24].CCN(C(C)C)C(C)C. Product: [CH3:7][S:8]([C:11]1[CH:19]=[CH:18][C:14]([C:15]([N:34]2[CH2:35][CH2:36][CH:31]([C:28]3[CH:29]=[CH:30][C:25]([C:23]#[N:24])=[CH:26][CH:27]=3)[CH2:32][CH2:33]2)=[O:17])=[CH:13][C:12]=1[N+:20]([O-:22])=[O:21])(=[O:9])=[O:10]. The catalyst class is: 139.